Dataset: Reaction yield outcomes from USPTO patents with 853,638 reactions. Task: Predict the reaction yield, written as a fraction of the theoretical maximum amount of product (1.0 means a 100% yield; for example, 0.34 means a 34% yield). (1) The reactants are [OH:1][CH2:2][CH2:3][CH2:4][NH:5][CH:6]1[CH2:11][CH2:10][CH2:9][N:8]([C:12]([O:14][C:15]([CH3:18])([CH3:17])[CH3:16])=[O:13])[CH2:7]1.Cl[C:20]1[N:25]=[C:24]([N:26]2[CH2:31][CH2:30][O:29][CH2:28][CH2:27]2)[N:23]=[C:22]([N:32]2[C:36]3[CH:37]=[CH:38][CH:39]=[C:40]([O:41][CH3:42])[C:35]=3[N:34]=[C:33]2[CH:43]([F:45])[F:44])[N:21]=1.CCN(C(C)C)C(C)C. The catalyst is CN(C=O)C.O. The product is [F:45][CH:43]([F:44])[C:33]1[N:32]([C:22]2[N:23]=[C:24]([N:26]3[CH2:31][CH2:30][O:29][CH2:28][CH2:27]3)[N:25]=[C:20]([N:5]([CH2:4][CH2:3][CH2:2][OH:1])[CH:6]3[CH2:11][CH2:10][CH2:9][N:8]([C:12]([O:14][C:15]([CH3:18])([CH3:17])[CH3:16])=[O:13])[CH2:7]3)[N:21]=2)[C:36]2[CH:37]=[CH:38][CH:39]=[C:40]([O:41][CH3:42])[C:35]=2[N:34]=1. The yield is 0.900. (2) The reactants are FC(F)(F)CO.Cl.O1CCOCC1.[CH3:14][O:15][C:16]1[CH:22]=[C:21]([N:23]2[CH2:28][CH2:27][CH:26]([N:29]3[CH2:34][CH2:33][N:32]([CH3:35])[CH2:31][CH2:30]3)[CH2:25][CH2:24]2)[CH:20]=[CH:19][C:17]=1[NH2:18].[Cl:36][C:37]1[N:42]=[C:41]([C:43]2[C:51]3[C:46](=[CH:47][CH:48]=[CH:49][CH:50]=3)[N:45]([CH3:52])[CH:44]=2)[C:40]([Cl:53])=[CH:39][N:38]=1. No catalyst specified. The product is [ClH:36].[Cl:53][C:40]1[C:41]([C:43]2[C:51]3[C:46](=[CH:47][CH:48]=[CH:49][CH:50]=3)[N:45]([CH3:52])[CH:44]=2)=[N:42][C:37]([NH:18][C:17]2[CH:19]=[CH:20][C:21]([N:23]3[CH2:28][CH2:27][CH:26]([N:29]4[CH2:30][CH2:31][N:32]([CH3:35])[CH2:33][CH2:34]4)[CH2:25][CH2:24]3)=[CH:22][C:16]=2[O:15][CH3:14])=[N:38][CH:39]=1. The yield is 0.668. (3) The reactants are [C:1]([O:5][C:6]([N:8]1[CH2:17][CH2:16][C:15]2[C:10](=[CH:11][CH:12]=[C:13]([C:18](=[O:33])[NH:19][C:20]3[NH:24][C:23]4[CH:25]=[CH:26][CH:27]=[C:28]([C:29]([O:31]C)=[O:30])[C:22]=4[N:21]=3)[CH:14]=2)[CH2:9]1)=[O:7])([CH3:4])([CH3:3])[CH3:2].[Li+].[OH-].C1COCC1. The catalyst is CO. The product is [C:1]([O:5][C:6]([N:8]1[CH2:17][CH2:16][C:15]2[C:10](=[CH:11][CH:12]=[C:13]([C:18](=[O:33])[NH:19][C:20]3[NH:24][C:23]4[CH:25]=[CH:26][CH:27]=[C:28]([C:29]([OH:31])=[O:30])[C:22]=4[N:21]=3)[CH:14]=2)[CH2:9]1)=[O:7])([CH3:4])([CH3:2])[CH3:3]. The yield is 0.720. (4) The reactants are [C:1]([O:5][C:6](=[O:20])[NH:7][CH2:8][C:9](=O)[CH2:10][NH:11][C:12]([O:14][C:15]([CH3:18])([CH3:17])[CH3:16])=[O:13])([CH3:4])([CH3:3])[CH3:2].[C:21]([CH:26]=P(C1C=CC=CC=1)(C1C=CC=CC=1)C1C=CC=CC=1)([O:23][CH2:24][CH3:25])=[O:22]. The catalyst is C1C=CC=CC=1. The product is [CH2:24]([O:23][C:21](=[O:22])[CH:26]=[C:9]([CH2:10][NH:11][C:12]([O:14][C:15]([CH3:18])([CH3:17])[CH3:16])=[O:13])[CH2:8][NH:7][C:6]([O:5][C:1]([CH3:4])([CH3:3])[CH3:2])=[O:20])[CH3:25]. The yield is 0.750. (5) The reactants are [F:1][C:2]1[CH:3]=[C:4]([C:8]2[C:16]3[O:15][CH:14]([CH2:17][NH2:18])[CH2:13][C:12]=3[CH:11]=[CH:10][CH:9]=2)[CH:5]=[CH:6][CH:7]=1.C(N(C(C)C)CC)(C)C.Cl[C:29]([O:31][CH2:32][C:33]1[CH:38]=[CH:37][CH:36]=[CH:35][CH:34]=1)=[O:30].C1(C2C3OC(CNC(=O)OCC4C=CC=CC=4)CC=3C=CC=2)CCCC1. No catalyst specified. The product is [CH2:32]([O:31][C:29](=[O:30])[NH:18][CH2:17][CH:14]1[CH2:13][C:12]2[CH:11]=[CH:10][CH:9]=[C:8]([C:4]3[CH:5]=[CH:6][CH:7]=[C:2]([F:1])[CH:3]=3)[C:16]=2[O:15]1)[C:33]1[CH:38]=[CH:37][CH:36]=[CH:35][CH:34]=1. The yield is 0.940.